From a dataset of Catalyst prediction with 721,799 reactions and 888 catalyst types from USPTO. Predict which catalyst facilitates the given reaction. (1) Reactant: [N:1]1[CH:6]=[CH:5][CH:4]=[C:3]([NH:7][C:8]2[N:12]=[C:11]([NH2:13])[NH:10][N:9]=2)[CH:2]=1.[C:14]1([N:20]=[C:21]=[O:22])[CH:19]=[CH:18][CH:17]=[CH:16][CH:15]=1. Product: [C:14]1([NH:20][C:21]([N:10]2[C:11]([NH2:13])=[N:12][C:8]([NH:7][C:3]3[CH:2]=[N:1][CH:6]=[CH:5][CH:4]=3)=[N:9]2)=[O:22])[CH:19]=[CH:18][CH:17]=[CH:16][CH:15]=1. The catalyst class is: 76. (2) Reactant: [CH3:1][S:2](Cl)(=[O:4])=[O:3].Cl.Cl.[Cl:8][C:9]1[CH:10]=[C:11]([CH:31]=[CH:32][C:33]=1[Cl:34])[CH2:12][N:13]1[CH2:18][CH2:17][O:16][C@@H:15]([CH2:19][NH:20][C:21]([NH:23][CH2:24][CH:25]2[CH2:30][CH2:29][NH:28][CH2:27][CH2:26]2)=[O:22])[CH2:14]1.C(N(CC)C(C)C)(C)C. Product: [Cl:8][C:9]1[CH:10]=[C:11]([CH:31]=[CH:32][C:33]=1[Cl:34])[CH2:12][N:13]1[CH2:18][CH2:17][O:16][C@@H:15]([CH2:19][NH:20][C:21]([NH:23][CH2:24][CH:25]2[CH2:30][CH2:29][N:28]([S:2]([CH3:1])(=[O:4])=[O:3])[CH2:27][CH2:26]2)=[O:22])[CH2:14]1. The catalyst class is: 4. (3) Reactant: [C:1]([CH2:3][CH2:4][C@H:5]1[CH2:9][C@H:8]([C:10]([NH:12][NH:13][C:14]2[N:15]=[C:16]3[CH:22]=[CH:21][N:20]([S:23]([C:26]4[CH:32]=[CH:31][C:29]([CH3:30])=[CH:28][CH:27]=4)(=[O:25])=[O:24])[C:17]3=[N:18][CH:19]=2)=O)[C@H:7]([CH3:33])[CH2:6]1)#[N:2].S(Cl)(Cl)=O. Product: [CH3:33][C@H:7]1[C@@H:8]([C:10]2[N:15]3[C:16]4[CH:22]=[CH:21][N:20]([S:23]([C:26]5[CH:32]=[CH:31][C:29]([CH3:30])=[CH:28][CH:27]=5)(=[O:25])=[O:24])[C:17]=4[N:18]=[CH:19][C:14]3=[N:13][N:12]=2)[CH2:9][C@H:5]([CH2:4][CH2:3][C:1]#[N:2])[CH2:6]1. The catalyst class is: 38. (4) Reactant: [CH3:1][CH:2]1[CH2:10][C:9]2[C:4](=[CH:5][CH:6]=[CH:7][CH:8]=2)[NH:3]1.C([O-])([O-])=O.[K+].[K+].[CH2:17](Br)[C:18]1[CH:23]=[CH:22][CH:21]=[CH:20][CH:19]=1.[NH4+].[Cl-]. Product: [CH2:17]([N:3]1[C:4]2[C:9](=[CH:8][CH:7]=[CH:6][CH:5]=2)[CH2:10][CH:2]1[CH3:1])[C:18]1[CH:23]=[CH:22][CH:21]=[CH:20][CH:19]=1. The catalyst class is: 215. (5) The catalyst class is: 12. Product: [Cl:1][C:2]1[N:7]=[CH:6][C:5]([NH:8][C:14](=[O:15])[O:13][C:10]([CH3:12])([CH3:11])[CH3:9])=[CH:4][CH:3]=1. Reactant: [Cl:1][C:2]1[N:7]=[CH:6][C:5]([NH2:8])=[CH:4][CH:3]=1.[CH3:9][C:10]([O:13][C:14](O[C:14]([O:13][C:10]([CH3:12])([CH3:11])[CH3:9])=[O:15])=[O:15])([CH3:12])[CH3:11].O.